This data is from Forward reaction prediction with 1.9M reactions from USPTO patents (1976-2016). The task is: Predict the product of the given reaction. (1) Given the reactants C([N:3](CC)CC)C.[C:8]([O:12][C:13]([NH:15][C:16](=[N:19][C:20]([O:22][C:23]([CH3:26])([CH3:25])[CH3:24])=[O:21])SC)=[O:14])([CH3:11])([CH3:10])[CH3:9].N[C:28]1[CH:29]=[C:30]([S:34]([NH:37][C:38]2[CH:39]=[C:40]([CH:44]([NH:51][C:52](=[O:63])[CH:53]([C:55]3[C:60]([CH3:61])=[CH:59][C:58]([CH3:62])=[CH:57][CH:56]=3)[CH3:54])[CH2:45][C:46]([O:48][CH2:49][CH3:50])=[O:47])[CH:41]=[CH:42][CH:43]=2)(=[O:36])=[O:35])[CH:31]=[CH:32][CH:33]=1.C(OCC)(=O)C, predict the reaction product. The product is: [CH3:54][CH:53]([C:55]1[C:60]([CH3:61])=[CH:59][C:58]([CH3:62])=[CH:57][CH:56]=1)[C:52]([NH:51][CH:44]([C:40]1[CH:41]=[CH:42][CH:43]=[C:38]([N:37]([NH:3][C:16]([NH:15][C:13]([O:12][C:8]([CH3:9])([CH3:10])[CH3:11])=[O:14])=[N:19][C:20]([O:22][C:23]([CH3:24])([CH3:25])[CH3:26])=[O:21])[S:34]([C:30]2[CH:31]=[CH:32][CH:33]=[CH:28][CH:29]=2)(=[O:36])=[O:35])[CH:39]=1)[CH2:45][C:46]([O:48][CH2:49][CH3:50])=[O:47])=[O:63]. (2) Given the reactants [NH2:1][C:2]1[C:7]([O:8][CH2:9][C:10]2[CH:15]=[CH:14][CH:13]=[CH:12][CH:11]=2)=[CH:6][CH:5]=[CH:4][N:3]=1.[CH3:16][C:17]([N+:24]#[C-:25])([CH3:23])[CH2:18][C:19]([CH3:22])([CH3:21])[CH3:20].[CH:26](=O)[CH3:27], predict the reaction product. The product is: [CH2:9]([O:8][C:7]1[C:2]2[N:3]([C:25]([NH:24][C:17]([CH3:23])([CH3:16])[CH2:18][C:19]([CH3:22])([CH3:21])[CH3:20])=[C:26]([CH3:27])[N:1]=2)[CH:4]=[CH:5][CH:6]=1)[C:10]1[CH:11]=[CH:12][CH:13]=[CH:14][CH:15]=1. (3) Given the reactants [CH2:1]([C:3]1[C:11]2[C:10](=[O:12])[CH2:9][C:8]([CH3:14])([CH3:13])[CH2:7][C:6]=2[N:5]([C:15]2[CH:23]=[C:22]([NH:24][CH:25]3[CH2:29][CH2:28][CH2:27][CH:26]3[OH:30])[C:18]([C:19]([NH2:21])=[O:20])=[C:17]([F:31])[CH:16]=2)[N:4]=1)[CH3:2].C(Cl)CCl.[C:36]([NH:43][CH2:44][C:45](O)=[O:46])([O:38][C:39]([CH3:42])([CH3:41])[CH3:40])=[O:37], predict the reaction product. The product is: [C:39]([O:38][C:36]([NH:43][CH2:44][C:45]([O:30][C@H:26]1[CH2:27][CH2:28][CH2:29][C@@H:25]1[NH:24][C:22]1[CH:23]=[C:15]([N:5]2[C:6]3[CH2:7][C:8]([CH3:14])([CH3:13])[CH2:9][C:10](=[O:12])[C:11]=3[C:3]([CH2:1][CH3:2])=[N:4]2)[CH:16]=[C:17]([F:31])[C:18]=1[C:19](=[O:20])[NH2:21])=[O:46])=[O:37])([CH3:42])([CH3:41])[CH3:40]. (4) Given the reactants [O:1]=[C:2]1[C:8]2=[CH:9][C:10]3[CH:11]=[CH:12][C:13]([C:16]([OH:18])=O)=[CH:14][C:15]=3[N:7]2[CH2:6][CH2:5][CH2:4][NH:3]1.ClC(N(C)C)=C(C)C.[NH2:27][C:28]1[CH:36]=[CH:35][CH:34]=[CH:33][C:29]=1[C:30]([NH2:32])=[O:31].N1C=CC=CC=1, predict the reaction product. The product is: [C:30]([C:29]1[CH:33]=[CH:34][CH:35]=[CH:36][C:28]=1[NH:27][C:16]([C:13]1[CH:12]=[CH:11][C:10]2[CH:9]=[C:8]3[C:2](=[O:1])[NH:3][CH2:4][CH2:5][CH2:6][N:7]3[C:15]=2[CH:14]=1)=[O:18])(=[O:31])[NH2:32]. (5) Given the reactants [C:1]([O:5][C:6]([NH:8][CH:9]([C:13]1[CH:18]=[CH:17][CH:16]=[C:15]([Cl:19])[CH:14]=1)[C:10]([OH:12])=O)=[O:7])([CH3:4])([CH3:3])[CH3:2].CN1CCOCC1.[C:27]([NH2:31])([CH3:30])([CH3:29])[CH3:28], predict the reaction product. The product is: [C:1]([O:5][C:6](=[O:7])[NH:8][CH:9]([C:10](=[O:12])[NH:31][C:27]([CH3:30])([CH3:29])[CH3:28])[C:13]1[CH:18]=[CH:17][CH:16]=[C:15]([Cl:19])[CH:14]=1)([CH3:2])([CH3:3])[CH3:4]. (6) Given the reactants BrC[CH2:3][CH2:4][N:5]1[C:13]([S:14][C:15]2[C:24]([I:25])=[CH:23][C:18]3[O:19][CH2:20][CH2:21][O:22][C:17]=3[CH:16]=2)=[N:12][C:11]2[C:6]1=[N:7][CH:8]=[N:9][C:10]=2[NH2:26].[Br:27]CCCBr.C([O-])([O-])=O.[Cs+].[Cs+], predict the reaction product. The product is: [Br:27][CH2:3][CH2:4][N:5]1[C:13]([S:14][C:15]2[C:24]([I:25])=[CH:23][C:18]3[O:19][CH2:20][CH2:21][O:22][C:17]=3[CH:16]=2)=[N:12][C:11]2[C:6]1=[N:7][CH:8]=[N:9][C:10]=2[NH2:26]. (7) Given the reactants [O:1]1[CH2:6][CH2:5][CH2:4][CH2:3][CH:2]1[N:7]1[CH:15]=[N:14][C:13]2[C:12]3=[N:16][N:17]=[CH:18][N:11]3[C:10](=[O:19])[NH:9][C:8]1=2.C(=O)([O-])[O-].[K+].[K+].[CH2:26](I)[CH:27]([CH3:29])[CH3:28], predict the reaction product. The product is: [CH2:26]([N:9]1[C:8]2[N:7]([CH:2]3[CH2:3][CH2:4][CH2:5][CH2:6][O:1]3)[CH:15]=[N:14][C:13]=2[C:12]2=[N:16][N:17]=[CH:18][N:11]2[C:10]1=[O:19])[CH:27]([CH3:29])[CH3:28]. (8) Given the reactants [CH2:1]([C:3]1[C:8]([C:9]2[CH:10]=[N:11][C:12]([C:15]3[CH:20]=[CH:19][C:18]([O:21][CH:22]([CH3:24])[CH3:23])=[C:17]([C:25]([F:28])([F:27])[F:26])[CH:16]=3)=[N:13][CH:14]=2)=[CH:7][CH:6]=[CH:5][C:4]=1[CH2:29][NH:30][CH2:31][CH2:32][C:33]([O:35]CC)=[O:34])[CH3:2].[OH-].[Na+], predict the reaction product. The product is: [CH2:1]([C:3]1[C:8]([C:9]2[CH:10]=[N:11][C:12]([C:15]3[CH:20]=[CH:19][C:18]([O:21][CH:22]([CH3:24])[CH3:23])=[C:17]([C:25]([F:26])([F:27])[F:28])[CH:16]=3)=[N:13][CH:14]=2)=[CH:7][CH:6]=[CH:5][C:4]=1[CH2:29][NH:30][CH2:31][CH2:32][C:33]([OH:35])=[O:34])[CH3:2].